Dataset: Merck oncology drug combination screen with 23,052 pairs across 39 cell lines. Task: Regression. Given two drug SMILES strings and cell line genomic features, predict the synergy score measuring deviation from expected non-interaction effect. (1) Drug 1: CCC1=CC2CN(C1)Cc1c([nH]c3ccccc13)C(C(=O)OC)(c1cc3c(cc1OC)N(C)C1C(O)(C(=O)OC)C(OC(C)=O)C4(CC)C=CCN5CCC31C54)C2. Drug 2: NC1(c2ccc(-c3nc4ccn5c(=O)[nH]nc5c4cc3-c3ccccc3)cc2)CCC1. Cell line: VCAP. Synergy scores: synergy=-23.6. (2) Drug 1: COc1cccc2c1C(=O)c1c(O)c3c(c(O)c1C2=O)CC(O)(C(=O)CO)CC3OC1CC(N)C(O)C(C)O1. Drug 2: CC1(c2nc3c(C(N)=O)cccc3[nH]2)CCCN1. Cell line: A427. Synergy scores: synergy=1.92. (3) Cell line: A375. Synergy scores: synergy=21.0. Drug 1: O=C(CCCCCCC(=O)Nc1ccccc1)NO. Drug 2: C=CCn1c(=O)c2cnc(Nc3ccc(N4CCN(C)CC4)cc3)nc2n1-c1cccc(C(C)(C)O)n1. (4) Drug 1: CC(=O)OC1C(=O)C2(C)C(O)CC3OCC3(OC(C)=O)C2C(OC(=O)c2ccccc2)C2(O)CC(OC(=O)C(O)C(NC(=O)c3ccccc3)c3ccccc3)C(C)=C1C2(C)C. Drug 2: Cn1cc(-c2cnn3c(N)c(Br)c(C4CCCNC4)nc23)cn1. Cell line: ES2. Synergy scores: synergy=9.41. (5) Cell line: UACC62. Synergy scores: synergy=-6.61. Drug 2: CS(=O)(=O)CCNCc1ccc(-c2ccc3ncnc(Nc4ccc(OCc5cccc(F)c5)c(Cl)c4)c3c2)o1. Drug 1: CC1CC2C3CCC4=CC(=O)C=CC4(C)C3(F)C(O)CC2(C)C1(O)C(=O)CO. (6) Cell line: COLO320DM. Drug 1: CN(Cc1cnc2nc(N)nc(N)c2n1)c1ccc(C(=O)NC(CCC(=O)O)C(=O)O)cc1. Drug 2: CCc1cnn2c(NCc3ccc[n+]([O-])c3)cc(N3CCCCC3CCO)nc12. Synergy scores: synergy=2.57. (7) Drug 1: CN(C)C(=N)N=C(N)N. Drug 2: CCc1cnn2c(NCc3ccc[n+]([O-])c3)cc(N3CCCCC3CCO)nc12. Cell line: SKOV3. Synergy scores: synergy=1.98.